From a dataset of Full USPTO retrosynthesis dataset with 1.9M reactions from patents (1976-2016). Predict the reactants needed to synthesize the given product. (1) The reactants are: C(N(CC)CC)C.Cl.[CH3:9][S:10]([C:13]1[CH:32]=[CH:31][C:16]([CH2:17][O:18][C:19]2[CH:20]=[N:21][C:22]([N:25]3[CH2:30][CH2:29][NH:28][CH2:27][CH2:26]3)=[N:23][CH:24]=2)=[CH:15][CH:14]=1)(=[O:12])=[O:11].[C:33](=O)([O:41][CH:42]([CH3:47])[C:43]([F:46])([F:45])[F:44])[O:34]C1C=CC=CC=1.C(Cl)(Cl)Cl. Given the product [CH3:9][S:10]([C:13]1[CH:14]=[CH:15][C:16]([CH2:17][O:18][C:19]2[CH:20]=[N:21][C:22]([N:25]3[CH2:30][CH2:29][N:28]([C:33]([O:41][CH:42]([CH3:47])[C:43]([F:46])([F:45])[F:44])=[O:34])[CH2:27][CH2:26]3)=[N:23][CH:24]=2)=[CH:31][CH:32]=1)(=[O:12])=[O:11], predict the reactants needed to synthesize it. (2) Given the product [Cl:22][C:23]1[CH:24]=[C:25]([CH:29]=[CH:30][C:31]=1[Cl:32])[C:26]([N:1]1[CH2:2][CH2:3][C:4]2([O:11][C:10]3[C:12]4[C:17]([C:18](=[O:21])[C:19](=[O:20])[C:9]=3[S:8][CH2:7]2)=[CH:16][CH:15]=[CH:14][CH:13]=4)[CH2:5][CH2:6]1)=[O:27], predict the reactants needed to synthesize it. The reactants are: [NH:1]1[CH2:6][CH2:5][C:4]2([O:11][C:10]3[C:12]4[C:17]([C:18](=[O:21])[C:19](=[O:20])[C:9]=3[S:8][CH2:7]2)=[CH:16][CH:15]=[CH:14][CH:13]=4)[CH2:3][CH2:2]1.[Cl:22][C:23]1[CH:24]=[C:25]([CH:29]=[CH:30][C:31]=1[Cl:32])[C:26](Cl)=[O:27]. (3) Given the product [Cl:1][C:2]1[CH:23]=[CH:22][CH:21]=[C:20]([C:24]([F:26])([F:27])[F:25])[C:3]=1[C:4]([N:6]1[C:14]2[C:9](=[CH:10][CH:11]=[C:12]([C:15]3[O:16][C:33](=[O:34])[NH:18][N:17]=3)[CH:13]=2)[C:8]([I:19])=[N:7]1)=[O:5], predict the reactants needed to synthesize it. The reactants are: [Cl:1][C:2]1[CH:23]=[CH:22][CH:21]=[C:20]([C:24]([F:27])([F:26])[F:25])[C:3]=1[C:4]([N:6]1[C:14]2[C:9](=[CH:10][CH:11]=[C:12]([C:15]([NH:17][NH2:18])=[O:16])[CH:13]=2)[C:8]([I:19])=[N:7]1)=[O:5].C1N=CN([C:33](N2C=NC=C2)=[O:34])C=1.CCN(CC)CC. (4) The reactants are: Cl[C:2]1[CH:7]=[CH:6][N:5]=[C:4]2[NH:8][CH:9]=[CH:10][C:3]=12.[Cl:11][C:12]1[CH:17]=[C:16]([N+:18]([O-:20])=[O:19])[CH:15]=[CH:14][C:13]=1[OH:21].C1(OC2C=CC=CC=2)C=CC=CC=1.C(=O)([O-])[O-].[Na+].[Na+]. Given the product [Cl:11][C:12]1[CH:17]=[C:16]([N+:18]([O-:20])=[O:19])[CH:15]=[CH:14][C:13]=1[O:21][C:2]1[CH:7]=[CH:6][N:5]=[C:4]2[NH:8][CH:9]=[CH:10][C:3]=12, predict the reactants needed to synthesize it. (5) Given the product [CH2:1]([O:3][C:4]([C:6]1[CH:7]=[C:8]2[N:22]=[N:21][N:20]([C:23]3[CH:28]=[CH:27][C:26]([O:29][CH3:30])=[CH:25][CH:24]=3)[C:9]2=[N:10][C:11]=1[NH:39][CH2:38][CH:35]1[CH2:36][CH2:37][N:32]([CH3:31])[CH2:33][CH2:34]1)=[O:5])[CH3:2], predict the reactants needed to synthesize it. The reactants are: [CH2:1]([O:3][C:4]([C:6]1[CH:7]=[C:8]2[N:22]=[N:21][N:20]([C:23]3[CH:28]=[CH:27][C:26]([O:29][CH3:30])=[CH:25][CH:24]=3)[C:9]2=[N:10][C:11]=1OS(C(F)(F)F)(=O)=O)=[O:5])[CH3:2].[CH3:31][N:32]1[CH2:37][CH2:36][CH:35]([CH2:38][NH2:39])[CH2:34][CH2:33]1. (6) Given the product [CH3:1][S:2]([C:5]1[CH:26]=[CH:25][C:8]([O:9][C:10]2[CH:11]=[C:12]([O:20][CH2:21][CH2:22][O:23][CH3:24])[C:13]([NH:16][C:17]3[S:18][CH:28]=[CH:29][N:19]=3)=[N:14][CH:15]=2)=[CH:7][CH:6]=1)(=[O:3])=[O:4], predict the reactants needed to synthesize it. The reactants are: [CH3:1][S:2]([C:5]1[CH:26]=[CH:25][C:8]([O:9][C:10]2[CH:11]=[C:12]([O:20][CH2:21][CH2:22][O:23][CH3:24])[C:13]([NH:16][C:17]([NH2:19])=[S:18])=[N:14][CH:15]=2)=[CH:7][CH:6]=1)(=[O:4])=[O:3].Cl[CH2:28][CH:29]=O. (7) Given the product [CH:1]([OH:3])=[O:2].[Cl:54][C:51]1[S:50][C:49]([S:46]([NH:45][C:37]2[C:38]3[C:43](=[CH:42][CH:41]=[CH:40][C:39]=3[OH:44])[N:35]([CH2:34][C:30]3[CH:29]=[C:28]([CH2:27][NH:26][C:14]([C@@H:9]4[CH2:10][O:11][CH2:12][CH2:13][NH:8]4)=[O:16])[CH:33]=[CH:32][CH:31]=3)[N:36]=2)(=[O:47])=[O:48])=[CH:53][CH:52]=1, predict the reactants needed to synthesize it. The reactants are: [C:1]([N:8]1[CH2:13][CH2:12][O:11][CH2:10][C@H:9]1[C:14]([OH:16])=O)([O:3]C(C)(C)C)=[O:2].C(N(CC)C(C)C)(C)C.[NH2:26][CH2:27][C:28]1[CH:29]=[C:30]([CH2:34][N:35]2[C:43]3[C:38](=[C:39]([OH:44])[CH:40]=[CH:41][CH:42]=3)[C:37]([NH:45][S:46]([C:49]3[S:50][C:51]([Cl:54])=[CH:52][CH:53]=3)(=[O:48])=[O:47])=[N:36]2)[CH:31]=[CH:32][CH:33]=1. (8) Given the product [NH2:11][C:2]1[C:7]([C:8]#[N:9])=[CH:6][CH:5]=[CH:4][N:3]=1, predict the reactants needed to synthesize it. The reactants are: Cl[C:2]1[C:7]([C:8]#[N:9])=[CH:6][CH:5]=[CH:4][N:3]=1.[OH-].[NH4+:11]. (9) Given the product [NH2:20][C:17]1[CH:18]=[CH:19][C:14]([S:11]([N:7]2[C:8]3[C:4](=[CH:3][C:2]([Cl:1])=[CH:10][CH:9]=3)[C:5]([N:35]3[CH2:44][C@H:43]([OH:45])[CH2:42][C@H:36]3[C:37]([N:39]([CH3:41])[CH3:40])=[O:38])([C:26]3[CH:31]=[C:30]([CH3:32])[CH:29]=[CH:28][C:27]=3[O:33][CH3:34])[C:6]2=[O:25])(=[O:12])=[O:13])=[C:15]([O:23][CH3:24])[CH:16]=1, predict the reactants needed to synthesize it. The reactants are: [Cl:1][C:2]1[CH:3]=[C:4]2[C:8](=[CH:9][CH:10]=1)[N:7]([S:11]([C:14]1[CH:19]=[CH:18][C:17]([N+:20]([O-])=O)=[CH:16][C:15]=1[O:23][CH3:24])(=[O:13])=[O:12])[C:6](=[O:25])[C:5]2([N:35]1[CH2:44][C@H:43]([OH:45])[CH2:42][C@H:36]1[C:37]([N:39]([CH3:41])[CH3:40])=[O:38])[C:26]1[CH:31]=[C:30]([CH3:32])[CH:29]=[CH:28][C:27]=1[O:33][CH3:34].O. (10) Given the product [N:1]1[C:10]2[C:5](=[CH:6][C:7]([CH2:11][N:12]3[C:16]4=[N:17][C:18]([C:21](=[N:30][OH:31])[CH3:22])=[CH:19][CH:20]=[C:15]4[N:14]=[N:13]3)=[CH:8][CH:9]=2)[CH:4]=[CH:3][CH:2]=1, predict the reactants needed to synthesize it. The reactants are: [N:1]1[C:10]2[C:5](=[CH:6][C:7]([CH2:11][N:12]3[C:16]4=[N:17][C:18]([C:21](=O)[CH3:22])=[CH:19][CH:20]=[C:15]4[N:14]=[N:13]3)=[CH:8][CH:9]=2)[CH:4]=[CH:3][CH:2]=1.C([O-])(=O)C.[Na+].Cl.[NH2:30][OH:31].